Task: Predict the product of the given reaction.. Dataset: Forward reaction prediction with 1.9M reactions from USPTO patents (1976-2016) (1) Given the reactants [CH2:1]([O:7][C:8]1[CH:13]=[C:12]([O:14][CH2:15][CH2:16][CH2:17][CH2:18][CH2:19][CH3:20])[CH:11]=[CH:10][C:9]=1[C:21]1[CH:26]=[CH:25][C:24]([C:27]([C:56]2[CH:61]=[CH:60][C:59]([C:62]3[CH:67]=[CH:66][C:65]([O:68][CH2:69][CH2:70][CH2:71][CH2:72][CH2:73][CH3:74])=[CH:64][C:63]=3[O:75][CH2:76][CH2:77][CH2:78][CH2:79][CH2:80][CH3:81])=[CH:58][CH:57]=2)=[CH:28][C:29]2[CH:34]=[CH:33][C:32]([N:35]3[C:43]4[CH:42]=[CH:41][C:40](B5OC(C)(C)C(C)(C)O5)=[CH:39][C:38]=4[CH:37]4[CH2:53][CH2:54][CH2:55][CH:36]34)=[CH:31][CH:30]=2)=[CH:23][CH:22]=1)[CH2:2][CH2:3][CH2:4][CH2:5][CH3:6].[Br-:82].CC1(C)C(C)(C)OB(C2C=CC3N(C4C=CC(C)=CC=4)C4CCCC4C=3C=2)O1, predict the reaction product. The product is: [CH2:1]([O:7][C:8]1[CH:13]=[C:12]([O:14][CH2:15][CH2:16][CH2:17][CH2:18][CH2:19][CH3:20])[CH:11]=[CH:10][C:9]=1[C:21]1[CH:26]=[CH:25][C:24]([C:27]([C:56]2[CH:61]=[CH:60][C:59]([C:62]3[CH:67]=[CH:66][C:65]([O:68][CH2:69][CH2:70][CH2:71][CH2:72][CH2:73][CH3:74])=[CH:64][C:63]=3[O:75][CH2:76][CH2:77][CH2:78][CH2:79][CH2:80][CH3:81])=[CH:58][CH:57]=2)=[CH:28][C:29]2[CH:34]=[CH:33][C:32]([N:35]3[C:43]4[CH:42]=[CH:41][C:40]([Br:82])=[CH:39][C:38]=4[CH:37]4[CH2:53][CH2:54][CH2:55][CH:36]34)=[CH:31][CH:30]=2)=[CH:23][CH:22]=1)[CH2:2][CH2:3][CH2:4][CH2:5][CH3:6]. (2) Given the reactants C(OC[N:10]1[C:15](=[O:16])[C:14]2[C:17]([CH3:28])=[CH:18][N:19]([CH2:20][O:21][CH2:22][CH2:23][Si:24]([CH3:27])([CH3:26])[CH3:25])[C:13]=2[CH:12]=[N:11]1)C1C=CC=CC=1.[H][H], predict the reaction product. The product is: [CH3:28][C:17]1[C:14]2[C:15](=[O:16])[NH:10][N:11]=[CH:12][C:13]=2[N:19]([CH2:20][O:21][CH2:22][CH2:23][Si:24]([CH3:25])([CH3:27])[CH3:26])[CH:18]=1. (3) Given the reactants [O:1]=[C:2]1[C:11]2[C:6](=[CH:7][CH:8]=[CH:9][CH:10]=2)[N:5]=[C:4]([CH2:12][CH2:13][CH2:14][C:15]([OH:17])=O)[NH:3]1.FC(F)(F)C(O)=O.[F:25][C:26]1[CH:27]=[C:28]([C:32]2[O:33][C:34]([CH:37]3[CH2:42][CH2:41][NH:40][CH2:39][CH2:38]3)=[N:35][N:36]=2)[CH:29]=[CH:30][CH:31]=1, predict the reaction product. The product is: [F:25][C:26]1[CH:27]=[C:28]([C:32]2[O:33][C:34]([CH:37]3[CH2:42][CH2:41][N:40]([C:15](=[O:17])[CH2:14][CH2:13][CH2:12][C:4]4[NH:3][C:2](=[O:1])[C:11]5[C:6](=[CH:7][CH:8]=[CH:9][CH:10]=5)[N:5]=4)[CH2:39][CH2:38]3)=[N:35][N:36]=2)[CH:29]=[CH:30][CH:31]=1. (4) Given the reactants [OH:1][C@H:2]([C:4]1[CH:5]=[CH:6][C:7]2[CH:23]=[CH:22][C:11]3=[N:12][CH:13]=[C:14]([C:16]4[CH:17]=[N:18][N:19]([CH3:21])[CH:20]=4)[CH:15]=[C:10]3[C:9](=[O:24])[C:8]=2[CH:25]=1)[CH3:3].[H-].[Na+].[CH3:28]I.[Cl-].[NH4+], predict the reaction product. The product is: [CH3:28][O:1][C@H:2]([C:4]1[CH:5]=[CH:6][C:7]2[CH:23]=[CH:22][C:11]3=[N:12][CH:13]=[C:14]([C:16]4[CH:17]=[N:18][N:19]([CH3:21])[CH:20]=4)[CH:15]=[C:10]3[C:9](=[O:24])[C:8]=2[CH:25]=1)[CH3:3]. (5) Given the reactants [CH3:1][C:2]([C:12]1[CH:16]=[C:15]([NH:17][C:18](=[O:32])[C:19]([CH3:31])([S:21]([CH2:24][CH:25]2[CH2:30][CH2:29][O:28][CH2:27][CH2:26]2)(=[O:23])=[O:22])[CH3:20])[O:14][N:13]=1)([CH3:11])[CH2:3][O:4][CH:5]1[CH2:10][CH2:9][CH2:8][CH2:7][O:6]1.[CH2:33]([Li])CCC.CI, predict the reaction product. The product is: [CH3:11][C:2]([C:12]1[CH:16]=[C:15]([NH:17][C:18](=[O:32])[C:19]([CH3:31])([S:21]([CH:24]([CH:25]2[CH2:30][CH2:29][O:28][CH2:27][CH2:26]2)[CH3:33])(=[O:23])=[O:22])[CH3:20])[O:14][N:13]=1)([CH3:1])[CH2:3][O:4][CH:5]1[CH2:10][CH2:9][CH2:8][CH2:7][O:6]1.